Predict which catalyst facilitates the given reaction. From a dataset of Catalyst prediction with 721,799 reactions and 888 catalyst types from USPTO. (1) Reactant: [F:1][C:2]1[CH:3]=[C:4]([NH:13][S:14]([C:17]2[CH:25]=[CH:24][C:20]([C:21]([OH:23])=O)=[CH:19][CH:18]=2)(=[O:16])=[O:15])[CH:5]=[C:6]([F:12])[C:7]=1[C:8]([O:10][CH3:11])=[O:9].S(Cl)(Cl)=O.Cl.[CH2:31]([NH2:33])[CH3:32]. Product: [CH2:31]([NH:33][C:21]([C:20]1[CH:19]=[CH:18][C:17]([S:14]([NH:13][C:4]2[CH:3]=[C:2]([F:1])[C:7]([C:8]([O:10][CH3:11])=[O:9])=[C:6]([F:12])[CH:5]=2)(=[O:15])=[O:16])=[CH:25][CH:24]=1)=[O:23])[CH3:32]. The catalyst class is: 66. (2) Reactant: [CH3:1][O:2][C:3]1[CH:8]=[CH:7][C:6]([S:9]([CH:12]2[S:16][C:15](=[O:17])[NH:14][C:13]2=[O:18])(=[O:11])=[O:10])=[CH:5][CH:4]=1.Br[CH2:20][C:21]1[CH:26]=[CH:25][C:24]([C:27]2[CH:32]=[CH:31][C:30]([Cl:33])=[CH:29][CH:28]=2)=[CH:23][CH:22]=1.C(OCC)C. Product: [Cl:33][C:30]1[CH:31]=[CH:32][C:27]([C:24]2[CH:25]=[CH:26][C:21]([CH2:20][C:12]3([S:9]([C:6]4[CH:7]=[CH:8][C:3]([O:2][CH3:1])=[CH:4][CH:5]=4)(=[O:10])=[O:11])[S:16][C:15](=[O:17])[NH:14][C:13]3=[O:18])=[CH:22][CH:23]=2)=[CH:28][CH:29]=1. The catalyst class is: 9. (3) Product: [CH2:1]([NH+:3]([CH2:6][CH3:7])[CH2:4][CH3:5])[CH3:2].[C:34]([C:33]([C:32]#[N:36])=[C:13]1[C:14](=[O:31])[C:15]([O-:30])=[C:16]1[CH:17]=[C:18]1[C:26]([CH3:27])([CH3:28])[C:25]2[C:20](=[CH:21][CH:22]=[CH:23][CH:24]=2)[N:19]1[CH3:29])#[N:35]. The catalyst class is: 8. Reactant: [CH2:1]([N:3]([CH2:6][CH3:7])[CH2:4][CH3:5])[CH3:2].C(O[C:13]1[C:14](=[O:31])[C:15](=[O:30])[C:16]=1[CH:17]=[C:18]1[C:26]([CH3:28])([CH3:27])[C:25]2[C:20](=[CH:21][CH:22]=[CH:23][CH:24]=2)[N:19]1[CH3:29])CCC.[C:32](#[N:36])[CH2:33][C:34]#[N:35]. (4) Product: [CH3:32][CH2:31][CH2:30][N:22]([C@@H:16]1[CH2:17][C:18]2[CH:19]=[CH:20][CH:21]=[C:12]([OH:11])[C:13]=2[CH2:14][CH2:15]1)[CH2:23][CH2:24][C:25]1[S:26][CH:27]=[CH:28][CH:29]=1. The catalyst class is: 93. Reactant: [Cl-].[Al+3].[Cl-].[Cl-].NC(N)=S.Cl.C[O:11][C:12]1[CH:21]=[CH:20][CH:19]=[C:18]2[C:13]=1[CH2:14][CH2:15][C@H:16]([N:22]([CH2:30][CH2:31][CH3:32])[CH2:23][CH2:24][C:25]1[S:26][CH:27]=[CH:28][CH:29]=1)[CH2:17]2.N. (5) Reactant: C[O-].[Na+].[NH2:4][C:5]1[N:12]=[C:11]([C:13]2[O:14][CH:15]=[CH:16][CH:17]=2)[C:10]([C:18]2[CH:23]=[CH:22][C:21](=[O:24])[NH:20][CH:19]=2)=[CH:9][C:6]=1[C:7]#[N:8].I[CH2:26][CH3:27]. Product: [NH2:4][C:5]1[N:12]=[C:11]([C:13]2[O:14][CH:15]=[CH:16][CH:17]=2)[C:10]([C:18]2[CH:23]=[CH:22][C:21](=[O:24])[N:20]([CH2:26][CH3:27])[CH:19]=2)=[CH:9][C:6]=1[C:7]#[N:8]. The catalyst class is: 5. (6) Reactant: CS(C)=O.[F:5][C:6]1[CH:11]=[CH:10][C:9]([OH:12])=[CH:8][CH:7]=1.[H-].[Na+].[N+]([C:18]1[O:22][C:21]([CH:23]=[O:24])=[CH:20][CH:19]=1)([O-])=O. The catalyst class is: 6. Product: [F:5][C:6]1[CH:11]=[CH:10][C:9]([O:12][C:18]2[O:22][C:21]([CH:23]=[O:24])=[CH:20][CH:19]=2)=[CH:8][CH:7]=1. (7) Reactant: [F:1][C:2]([F:37])([F:36])[C:3]1[CH:4]=[C:5]([CH2:13][O:14][C@@H:15]2[CH2:21][CH2:20][C@@H:19]3[NH:22][C@@:16]2([C:30]2[CH:35]=[CH:34][CH:33]=[CH:32][CH:31]=2)[CH2:17][C@H:18]3[C:23]([O:25][C:26](C)(C)C)=[O:24])[CH:6]=[C:7]([C:9]([F:12])([F:11])[F:10])[CH:8]=1.CO.[Cl:40]CCl.Cl. Product: [ClH:40].[F:36][C:2]([F:1])([F:37])[C:3]1[CH:4]=[C:5]([CH2:13][O:14][C@@H:15]2[CH2:21][CH2:20][C@@H:19]3[NH:22][C@@:16]2([C:30]2[CH:31]=[CH:32][CH:33]=[CH:34][CH:35]=2)[CH2:17][C@H:18]3[C:23]([O:25][CH3:26])=[O:24])[CH:6]=[C:7]([C:9]([F:10])([F:11])[F:12])[CH:8]=1. The catalyst class is: 27. (8) Reactant: [CH2:1]([O:3][C:4]([C:6]1[C:7](=[O:27])[N:8]([CH2:18][C:19]2[CH:24]=[CH:23][C:22]([O:25][CH3:26])=[CH:21][CH:20]=2)[C:9]2[C:14]([C:15]=1[OH:16])=[CH:13][C:12]([Cl:17])=[CH:11][CH:10]=2)=[O:5])[CH3:2].C(N(C(C)C)CC)(C)C.[F:37][C:38]([S:41](O)(=[O:43])=[O:42])([F:40])[F:39]. Product: [CH2:1]([O:3][C:4]([C:6]1[C:7](=[O:27])[N:8]([CH2:18][C:19]2[CH:20]=[CH:21][C:22]([O:25][CH3:26])=[CH:23][CH:24]=2)[C:9]2[C:14]([C:15]=1[O:16][S:41]([C:38]([F:40])([F:39])[F:37])(=[O:43])=[O:42])=[CH:13][C:12]([Cl:17])=[CH:11][CH:10]=2)=[O:5])[CH3:2]. The catalyst class is: 79. (9) Reactant: [NH2:1][C:2]1[CH:7]=[C:6]([C:8]2[C:13]([F:14])=[CH:12][C:11]([Cl:15])=[C:10]([F:16])[C:9]=2[CH3:17])[N:5]=[C:4]([C:18]([O:20]C)=[O:19])[C:3]=1[Cl:22].[OH-].[Na+].Cl. Product: [NH2:1][C:2]1[CH:7]=[C:6]([C:8]2[C:13]([F:14])=[CH:12][C:11]([Cl:15])=[C:10]([F:16])[C:9]=2[CH3:17])[N:5]=[C:4]([C:18]([OH:20])=[O:19])[C:3]=1[Cl:22]. The catalyst class is: 5.